This data is from Reaction yield outcomes from USPTO patents with 853,638 reactions. The task is: Predict the reaction yield, written as a fraction of the theoretical maximum amount of product (1.0 means a 100% yield; for example, 0.34 means a 34% yield). (1) The reactants are [CH3:1][C:2]1[O:6][N:5]=[C:4]([C:7]2[CH:12]=[CH:11][CH:10]=[CH:9][CH:8]=2)[C:3]=1[C:13]1[N:17]2[CH:18]=[C:19]([C:22](O)=[O:23])[CH:20]=[CH:21][C:16]2=[CH:15][N:14]=1.[O:25]1[CH2:30][CH2:29][CH:28]([NH2:31])[CH2:27][CH2:26]1. No catalyst specified. The product is [O:25]1[CH2:30][CH2:29][CH:28]([NH:31][C:22]([C:19]2[CH:20]=[CH:21][C:16]3[N:17]([C:13]([C:3]4[C:4]([C:7]5[CH:8]=[CH:9][CH:10]=[CH:11][CH:12]=5)=[N:5][O:6][C:2]=4[CH3:1])=[N:14][CH:15]=3)[CH:18]=2)=[O:23])[CH2:27][CH2:26]1. The yield is 0.550. (2) The reactants are [C:1]([C:3]1[CH:11]=[CH:10][C:6]([C:7]([OH:9])=O)=[CH:5][CH:4]=1)#[N:2].Cl.[NH2:13][CH2:14][CH2:15][CH2:16][C:17]([O:19][CH2:20][CH3:21])=[O:18].C1C=CC2N(O)N=NC=2C=1.CCN=C=NCCCN(C)C. The catalyst is CN(C=O)C.O. The product is [C:1]([C:3]1[CH:4]=[CH:5][C:6]([C:7]([NH:13][CH2:14][CH2:15][CH2:16][C:17]([O:19][CH2:20][CH3:21])=[O:18])=[O:9])=[CH:10][CH:11]=1)#[N:2]. The yield is 0.440.